Dataset: hERG Central: cardiac toxicity at 1µM, 10µM, and general inhibition. Task: Predict hERG channel inhibition at various concentrations. (1) The molecule is Cc1ccc2c(c1)N(C(=O)CCC(=O)NC1CCN(Cc3ccccc3)CC1)CC(C)O2. Results: hERG_inhib (hERG inhibition (general)): blocker. (2) The drug is Fc1cccc(Cl)c1CSc1ccc(-c2cccnc2)nn1. Results: hERG_inhib (hERG inhibition (general)): blocker. (3) The compound is O=C1CN(C(=O)c2ccccc2Br)C(c2ccc(F)cc2)c2cc(F)ccc2N1. Results: hERG_inhib (hERG inhibition (general)): blocker. (4) The drug is CCOC(=O)C1(Cc2ccc(Cl)cc2)CCN(Cc2nccn2CC)CC1. Results: hERG_inhib (hERG inhibition (general)): blocker. (5) The drug is Cc1ccc(NC(=O)C(C)Sc2nnc(C3CC3)n2C2CC2)cc1S(=O)(=O)N1CCOCC1. Results: hERG_inhib (hERG inhibition (general)): blocker. (6) The drug is C=CCn1c(=N)c(C(=O)NCCCOC)cc2c(=O)n3cccc(C)c3nc21. Results: hERG_inhib (hERG inhibition (general)): blocker. (7) The compound is O=C(CCC(=O)N(CC(=O)NC1CCCCC1)c1ccc(F)cc1)Nc1nccs1. Results: hERG_inhib (hERG inhibition (general)): blocker. (8) The molecule is CCOC(=O)CNC(=S)N(CCCN1CCCC1)Cc1cccs1. Results: hERG_inhib (hERG inhibition (general)): blocker. (9) The drug is Cc1oc(-c2ccc(Cl)cc2)nc1CN1CCC(C(=O)NCc2ccco2)CC1. Results: hERG_inhib (hERG inhibition (general)): blocker.